Predict the reactants needed to synthesize the given product. From a dataset of Full USPTO retrosynthesis dataset with 1.9M reactions from patents (1976-2016). (1) Given the product [C:1]([N:4]1[C:8]2[CH:9]=[N:10][C:11]3[CH:12]=[CH:13][C:14]([B:29]4[O:33][C:32]([CH3:35])([CH3:34])[C:31]([CH3:37])([CH3:36])[O:30]4)=[CH:15][C:16]=3[C:7]=2[C:6]([C:18]2[CH:23]=[CH:22][C:21]([C:24]([CH3:28])([CH3:27])[C:25]#[N:26])=[CH:20][CH:19]=2)=[N:5]1)(=[O:3])[CH3:2], predict the reactants needed to synthesize it. The reactants are: [C:1]([N:4]1[C:8]2[CH:9]=[N:10][C:11]3[CH:12]=[CH:13][C:14](Br)=[CH:15][C:16]=3[C:7]=2[C:6]([C:18]2[CH:23]=[CH:22][C:21]([C:24]([CH3:28])([CH3:27])[C:25]#[N:26])=[CH:20][CH:19]=2)=[N:5]1)(=[O:3])[CH3:2].[B:29]1([B:29]2[O:33][C:32]([CH3:35])([CH3:34])[C:31]([CH3:37])([CH3:36])[O:30]2)[O:33][C:32]([CH3:35])([CH3:34])[C:31]([CH3:37])([CH3:36])[O:30]1.CC([O-])=O.[K+]. (2) Given the product [Cl:1][C:2]1[CH:9]=[CH:8][CH:7]=[CH:6][C:3]=1[CH:4]1[C:18]([C:19]([O:21][CH3:22])=[O:20])=[C:17]([CH2:23][CH2:24][CH3:25])[NH:10][C:11]2=[N:12][NH:13][CH:14]=[C:15]12, predict the reactants needed to synthesize it. The reactants are: [Cl:1][C:2]1[CH:9]=[CH:8][CH:7]=[CH:6][C:3]=1[CH:4]=O.[NH2:10][C:11]1[CH:15]=[CH:14][NH:13][N:12]=1.O=[C:17]([CH2:23][CH2:24][CH3:25])[CH2:18][C:19]([O:21][CH3:22])=[O:20]. (3) Given the product [C:37]([C:36](=[P:23]([C:24]1[CH:29]=[CH:28][CH:27]=[CH:26][CH:25]=1)([C:17]1[CH:18]=[CH:19][CH:20]=[CH:21][CH:22]=1)[C:30]1[CH:35]=[CH:34][CH:33]=[CH:32][CH:31]=1)[C:10]([C@@H:9]([NH:8][C:6](=[O:7])[O:5][C:1]([CH3:2])([CH3:3])[CH3:4])[CH2:13][CH2:14][CH2:15][CH3:16])=[O:12])#[N:38], predict the reactants needed to synthesize it. The reactants are: [C:1]([O:5][C:6]([NH:8][C@@H:9]([CH2:13][CH2:14][CH2:15][CH3:16])[C:10]([OH:12])=O)=[O:7])([CH3:4])([CH3:3])[CH3:2].[C:17]1([P:23](=[CH:36][C:37]#[N:38])([C:30]2[CH:35]=[CH:34][CH:33]=[CH:32][CH:31]=2)[C:24]2[CH:29]=[CH:28][CH:27]=[CH:26][CH:25]=2)[CH:22]=[CH:21][CH:20]=[CH:19][CH:18]=1. (4) Given the product [CH2:1]([O:3][C:4](=[O:27])[C:5]1[C:10]([CH2:11][CH2:12][CH3:13])=[CH:9][C:8]([C:16]2[C:21]([CH2:22][CH3:23])=[CH:20][CH:19]=[CH:18][C:17]=2[CH2:24][CH3:25])=[N:7][C:6]=1[CH3:26])[CH3:2], predict the reactants needed to synthesize it. The reactants are: [CH2:1]([O:3][C:4](=[O:27])[C:5]1[C:10]([C:11]#[C:12][CH2:13]OC)=[CH:9][C:8]([C:16]2[C:21]([CH2:22][CH3:23])=[CH:20][CH:19]=[CH:18][C:17]=2[CH2:24][CH3:25])=[N:7][C:6]=1[CH3:26])[CH3:2].